This data is from Reaction yield outcomes from USPTO patents with 853,638 reactions. The task is: Predict the reaction yield, written as a fraction of the theoretical maximum amount of product (1.0 means a 100% yield; for example, 0.34 means a 34% yield). (1) The reactants are [CH:1]1([N:7]([CH:18]2[CH2:23][CH2:22][CH2:21][CH2:20][CH2:19]2)[C:8]([NH:10][C:11]2[S:12][C:13]([CH:16]=O)=[CH:14][N:15]=2)=[O:9])[CH2:6][CH2:5][CH2:4][CH2:3][CH2:2]1.[CH:24]([NH2:27])([CH3:26])[CH3:25].C(O[BH-](OC(=O)C)OC(=O)C)(=O)C.[Na+]. No catalyst specified. The product is [CH:1]1([N:7]([CH:18]2[CH2:23][CH2:22][CH2:21][CH2:20][CH2:19]2)[C:8]([NH:10][C:11]2[S:12][C:13]([CH2:16][NH:27][CH:24]([CH3:26])[CH3:25])=[CH:14][N:15]=2)=[O:9])[CH2:6][CH2:5][CH2:4][CH2:3][CH2:2]1. The yield is 0.420. (2) The reactants are [C:1]([N:5]1[C:10](=[O:11])[C:9]([Cl:12])=[C:8]([O:13][CH2:14][C:15]2[CH:20]=[CH:19][C:18]([CH2:21][CH2:22][CH2:23][CH2:24][O:25][Si](C(C)(C)C)(C)C)=[CH:17][CH:16]=2)[CH:7]=[N:6]1)([CH3:4])([CH3:3])[CH3:2].[F-].C([NH3+])(C)(C)C. The catalyst is O1CCCC1. The product is [C:1]([N:5]1[C:10](=[O:11])[C:9]([Cl:12])=[C:8]([O:13][CH2:14][C:15]2[CH:16]=[CH:17][C:18]([CH2:21][CH2:22][CH2:23][CH2:24][OH:25])=[CH:19][CH:20]=2)[CH:7]=[N:6]1)([CH3:4])([CH3:3])[CH3:2]. The yield is 0.770. (3) The yield is 0.119. No catalyst specified. The reactants are [NH2:1][C:2]1[C:11]2[CH:10]=[CH:9][C:8]([F:12])=[C:7](Br)[C:6]=2[N:5]=[C:4]2[CH2:14][N:15]([CH:18]3[CH2:20][CH2:19]3)[C:16](=[O:17])[C:3]=12.[F:21][C:22]1[C:27]([O:28][CH3:29])=[CH:26][CH:25]=[CH:24][C:23]=1B(O)O. The product is [NH2:1][C:2]1[C:11]2[CH:10]=[CH:9][C:8]([F:12])=[C:7]([C:23]3[CH:24]=[CH:25][CH:26]=[C:27]([O:28][CH3:29])[C:22]=3[F:21])[C:6]=2[N:5]=[C:4]2[CH2:14][N:15]([CH:18]3[CH2:20][CH2:19]3)[C:16](=[O:17])[C:3]=12. (4) The reactants are C(OC([NH:8][CH2:9][CH2:10][C:11]([NH:13][CH2:14][C:15]1[CH:20]=[CH:19][CH:18]=[CH:17][CH:16]=1)=[O:12])=O)(C)(C)C.[ClH:21].CO. No catalyst specified. The product is [ClH:21].[NH2:8][CH2:9][CH2:10][C:11]([NH:13][CH2:14][C:15]1[CH:20]=[CH:19][CH:18]=[CH:17][CH:16]=1)=[O:12]. The yield is 1.00. (5) The reactants are [NH2:1][C:2]1[N:10]=[CH:9][N:8]=[C:7]2[C:3]=1[NH:4][C:5](=[O:23])[N:6]2[C@@H:11]1[CH2:15][CH2:14][N:13]([C:16]([O:18][C:19]([CH3:22])([CH3:21])[CH3:20])=[O:17])[CH2:12]1.[CH3:24][O:25][C:26]1[CH:31]=[C:30](OC2C=CC=CC=2)[CH:29]=[CH:28][C:27]=1[CH3:39].N1C=CC=CC=1. The catalyst is CN(C=O)C.CC([O-])=O.CC([O-])=O.[Cu+2]. The product is [NH2:1][C:2]1[N:10]=[CH:9][N:8]=[C:7]2[C:3]=1[N:4]([C:30]1[CH:29]=[CH:28][C:27]([CH3:39])=[C:26]([O:25][CH3:24])[CH:31]=1)[C:5](=[O:23])[N:6]2[C@@H:11]1[CH2:15][CH2:14][N:13]([C:16]([O:18][C:19]([CH3:20])([CH3:22])[CH3:21])=[O:17])[CH2:12]1. The yield is 0.900. (6) The reactants are [CH2:1]1[C:3]([NH2:7])([C:4]([OH:6])=[O:5])[CH2:2]1.[C:8]([O:16][CH2:17][CH2:18][O:19][C:20](ON1C(=O)CCC1=O)=[O:21])(=[O:15])[CH2:9][CH2:10][CH2:11][CH2:12][CH2:13][CH3:14]. No catalyst specified. The product is [C:8]([O:16][CH2:17][CH2:18][O:19][C:20]([NH:7][C:3]1([C:4]([OH:6])=[O:5])[CH2:2][CH2:1]1)=[O:21])(=[O:15])[CH2:9][CH2:10][CH2:11][CH2:12][CH2:13][CH3:14]. The yield is 0.154. (7) The reactants are [NH2:1][C:2]1[N:7]=[C:6]([C:8]2[S:12][C:11]3[CH:13]=[CH:14][C:15]([CH2:17][C:18]4[CH:19]=[C:20]([CH:24]=[CH:25][CH:26]=4)[C:21](O)=[O:22])=[CH:16][C:10]=3[C:9]=2[CH3:27])[CH:5]=[CH:4][N:3]=1.[N:28]1([CH2:34][CH2:35][O:36][C:37]2[CH:43]=[CH:42][C:40]([NH2:41])=[CH:39][CH:38]=2)[CH2:33][CH2:32][CH2:31][CH2:30][CH2:29]1.C(N(CC)CC)C.CN(C(ON1N=NC2C=CC=NC1=2)=[N+](C)C)C.F[P-](F)(F)(F)(F)F. The catalyst is O.CN(C=O)C. The product is [NH2:1][C:2]1[N:7]=[C:6]([C:8]2[S:12][C:11]3[CH:13]=[CH:14][C:15]([CH2:17][C:18]4[CH:19]=[C:20]([CH:24]=[CH:25][CH:26]=4)[C:21]([NH:41][C:40]4[CH:42]=[CH:43][C:37]([O:36][CH2:35][CH2:34][N:28]5[CH2:33][CH2:32][CH2:31][CH2:30][CH2:29]5)=[CH:38][CH:39]=4)=[O:22])=[CH:16][C:10]=3[C:9]=2[CH3:27])[CH:5]=[CH:4][N:3]=1. The yield is 0.350.